This data is from Peptide-MHC class II binding affinity with 134,281 pairs from IEDB. The task is: Regression. Given a peptide amino acid sequence and an MHC pseudo amino acid sequence, predict their binding affinity value. This is MHC class II binding data. (1) The peptide sequence is QPSKGWNDWENVPFC. The MHC is DRB1_0404 with pseudo-sequence DRB1_0404. The binding affinity (normalized) is 0.339. (2) The peptide sequence is EKKYFAATQFEPLSA. The MHC is HLA-DQA10401-DQB10402 with pseudo-sequence HLA-DQA10401-DQB10402. The binding affinity (normalized) is 0.548. (3) The peptide sequence is TKGEGGVWTFDSEEP. The MHC is DRB1_0101 with pseudo-sequence DRB1_0101. The binding affinity (normalized) is 0.101.